Dataset: Full USPTO retrosynthesis dataset with 1.9M reactions from patents (1976-2016). Task: Predict the reactants needed to synthesize the given product. The reactants are: Br[C:2]1[CH:9]=[CH:8][CH:7]=[CH:6][C:3]=1[CH:4]=[O:5].[CH3:10][N:11]1[CH:15]=[C:14](B2OC(C)(C)C(C)(C)O2)[CH:13]=[N:12]1.C(=O)([O-])[O-].[Na+].[Na+]. Given the product [CH3:10][N:11]1[CH:15]=[C:14]([C:2]2[CH:9]=[CH:8][CH:7]=[CH:6][C:3]=2[CH:4]=[O:5])[CH:13]=[N:12]1, predict the reactants needed to synthesize it.